This data is from Full USPTO retrosynthesis dataset with 1.9M reactions from patents (1976-2016). The task is: Predict the reactants needed to synthesize the given product. Given the product [F:21][C:20]([F:23])([F:22])[C:18]([OH:24])=[O:19].[CH3:16][O:15][CH2:14][C@@H:8]([NH2:7])[CH2:9][C:10]([CH3:13])([CH3:12])[CH3:11], predict the reactants needed to synthesize it. The reactants are: C(OC(=O)[NH:7][C@H:8]([CH2:14][O:15][CH3:16])[CH2:9][C:10]([CH3:13])([CH3:12])[CH3:11])(C)(C)C.[C:18]([OH:24])([C:20]([F:23])([F:22])[F:21])=[O:19].